From a dataset of Catalyst prediction with 721,799 reactions and 888 catalyst types from USPTO. Predict which catalyst facilitates the given reaction. (1) Reactant: [C:1]1([N:9](Cl)C(=O)N(Cl)C(=O)N1Cl)=O.[Cl:13][C:14]1[CH:19]=[CH:18]C(SSC2C=CC(Cl)=CC=2)=[CH:16][CH:15]=1.C(OC(=O)CN1C2C(=C(NC(=O)C)C=CC=2)C=C1C)C.C(OC(=O)CN1C2C(=C(N(C(=O)C)C(=O)C)C=CC=2)C=C1C)C.C([O:74][C:75](=[O:99])[CH2:76][N:77]1[C:85]2[C:80](=[C:81]([NH:86][C:87](=[O:89])[CH3:88])[CH:82]=[CH:83][CH:84]=2)[C:79]([S:90]C2C=CC(Cl)=CC=2)=[C:78]1[CH3:98])C.C(OC(=O)CN1C2C(=C(N(C(=O)C)C(=O)C)C=CC=2)C(SC2C=CC(Cl)=CC=2)=C1C)C.[OH-:131].[Na+].[OH2:133]. Product: [C:87]([NH:86][C:81]1[CH:82]=[CH:83][CH:84]=[C:85]2[C:80]=1[C:79]([S:90](=[O:133])(=[O:131])[NH:9][C:1]1[CH:18]=[CH:19][C:14]([Cl:13])=[CH:15][CH:16]=1)=[C:78]([CH3:98])[N:77]2[CH2:76][C:75]([OH:74])=[O:99])(=[O:89])[CH3:88]. The catalyst class is: 871. (2) Reactant: [Br-].C([P+](C1C=CC=CC=1)(C1C=CC=CC=1)C1C=CC=CC=1)CC.CC(C)([O-])C.[K+].C([C:32]1[CH:41]=[CH:40][C:39]2[C:34](=[CH:35][CH:36]=[CH:37][CH:38]=2)[N:33]=1)=O.O. Product: [N:33]1[C:34]2[C:39](=[CH:38][CH:37]=[CH:36][CH:35]=2)[CH:40]=[CH:41][CH:32]=1. The catalyst class is: 359. (3) Reactant: [CH2:1]([O:8][CH2:9][C@@H:10]([NH:22][C:23](=[O:53])[C@H:24]([NH:32][C:33]([C:35]1[CH:44]=[CH:43][C:38]([C:39]([O:41][CH3:42])=[O:40])=[C:37]([NH:45]C(OC(C)(C)C)=O)[CH:36]=1)=[O:34])[CH2:25][CH:26]1[CH2:31][CH2:30][CH2:29][CH2:28][CH2:27]1)[C:11](=[O:21])[C:12]([NH:14][CH2:15][C:16]([O:18][CH2:19][CH3:20])=[O:17])=[O:13])[C:2]1[CH:7]=[CH:6][CH:5]=[CH:4][CH:3]=1.C(O)(C(F)(F)F)=O. Product: [NH2:45][C:37]1[CH:36]=[C:35]([C:33]([NH:32][C@H:24]([CH2:25][CH:26]2[CH2:27][CH2:28][CH2:29][CH2:30][CH2:31]2)[C:23]([NH:22][CH:10]([CH2:9][O:8][CH2:1][C:2]2[CH:7]=[CH:6][CH:5]=[CH:4][CH:3]=2)[C:11](=[O:21])[C:12]([NH:14][CH2:15][C:16]([O:18][CH2:19][CH3:20])=[O:17])=[O:13])=[O:53])=[O:34])[CH:44]=[CH:43][C:38]=1[C:39]([O:41][CH3:42])=[O:40]. The catalyst class is: 2. (4) Reactant: [Cl:1][C:2]1[CH:3]=[N+:4]([O-:40])[CH:5]=[C:6]([Cl:39])[C:7]=1[CH2:8][C@@H:9]([C:24]1[CH:29]=[CH:28][C:27]([O:30][CH:31]([F:33])[F:32])=[C:26]([O:34][CH2:35][CH:36]2[CH2:38][CH2:37]2)[CH:25]=1)[O:10][C:11](=[O:23])[NH:12][CH2:13][C:14]1[CH:19]=[CH:18][C:17]([N+:20]([O-])=O)=[CH:16][CH:15]=1.CCOC(C)=O. Product: [NH2:20][C:17]1[CH:16]=[CH:15][C:14]([CH2:13][NH:12][C:11]([O:10][C@H:9]([C:24]2[CH:29]=[CH:28][C:27]([O:30][CH:31]([F:32])[F:33])=[C:26]([O:34][CH2:35][CH:36]3[CH2:38][CH2:37]3)[CH:25]=2)[CH2:8][C:7]2[C:2]([Cl:1])=[CH:3][N+:4]([O-:40])=[CH:5][C:6]=2[Cl:39])=[O:23])=[CH:19][CH:18]=1. The catalyst class is: 554. (5) Reactant: Br[CH2:2][CH2:3][NH:4][C:5](=[O:11])[O:6][C:7]([CH3:10])([CH3:9])[CH3:8].[CH3:12][NH2:13]. Product: [CH3:12][NH:13][CH2:2][CH2:3][NH:4][C:5](=[O:11])[O:6][C:7]([CH3:10])([CH3:9])[CH3:8]. The catalyst class is: 14. (6) Reactant: [O:1]1[CH2:6][CH2:5][CH:4]([C:7]([N:9]2[CH2:15][C:14]3[CH:16]=[CH:17][C:18]([C:20](OC)=[O:21])=[CH:19][C:13]=3[O:12][CH2:11][C@@H:10]2[C:24]([F:27])([F:26])[F:25])=[O:8])[CH2:3][CH2:2]1.[NH2:28][OH:29].[OH-].[Na+]. Product: [OH:29][NH:28][C:20]([C:18]1[CH:17]=[CH:16][C:14]2[CH2:15][N:9]([C:7]([CH:4]3[CH2:5][CH2:6][O:1][CH2:2][CH2:3]3)=[O:8])[C@@H:10]([C:24]([F:27])([F:26])[F:25])[CH2:11][O:12][C:13]=2[CH:19]=1)=[O:21]. The catalyst class is: 36. (7) Reactant: [N:1]([CH2:4][C:5]1[CH:10]=[CH:9][C:8]([C:11]#[N:12])=[CH:7][CH:6]=1)=[N+]=[N-]. Product: [C:4]([C:5]1[CH:10]=[CH:9][C:8]([CH2:11][NH2:12])=[CH:7][CH:6]=1)#[N:1]. The catalyst class is: 99.